Regression. Given a peptide amino acid sequence and an MHC pseudo amino acid sequence, predict their binding affinity value. This is MHC class I binding data. From a dataset of Peptide-MHC class I binding affinity with 185,985 pairs from IEDB/IMGT. (1) The peptide sequence is LVFKFGLPR. The MHC is HLA-A33:01 with pseudo-sequence HLA-A33:01. The binding affinity (normalized) is 0.748. (2) The peptide sequence is KVIVYCHYY. The MHC is HLA-A02:11 with pseudo-sequence HLA-A02:11. The binding affinity (normalized) is 0.0847. (3) The peptide sequence is MFWKLPPWL. The MHC is HLA-B15:17 with pseudo-sequence HLA-B15:17. The binding affinity (normalized) is 0.0847. (4) The peptide sequence is KTAVQMAVF. The MHC is HLA-B51:01 with pseudo-sequence HLA-B51:01. The binding affinity (normalized) is 0. (5) The peptide sequence is LTAGFLIFL. The MHC is HLA-B44:02 with pseudo-sequence HLA-B44:02. The binding affinity (normalized) is 0. (6) The peptide sequence is CPRRYLHRL. The MHC is HLA-B08:01 with pseudo-sequence HLA-B08:01. The binding affinity (normalized) is 0.910. (7) The peptide sequence is HTQAIEGAW. The MHC is HLA-B18:01 with pseudo-sequence HLA-B18:01. The binding affinity (normalized) is 0.0847.